This data is from Forward reaction prediction with 1.9M reactions from USPTO patents (1976-2016). The task is: Predict the product of the given reaction. (1) Given the reactants [Br-].[CH3:2][N:3]([CH3:25])[CH2:4][CH2:5][P+](C1C=CC=CC=1)(C1C=CC=CC=1)C1C=CC=CC=1.CC(C)([O-])C.[K+].[O:32]1[CH2:37][CH2:36][CH2:35][CH2:34][CH:33]1[O:38][CH2:39][CH2:40][O:41][C:42]1[C:43]([CH:48]=O)=[N:44][CH:45]=[CH:46][CH:47]=1, predict the reaction product. The product is: [CH3:2][N:3]([CH3:25])[CH2:4]/[CH:5]=[CH:48]\[C:43]1[C:42]([O:41][CH2:40][CH2:39][O:38][CH:33]2[CH2:34][CH2:35][CH2:36][CH2:37][O:32]2)=[CH:47][CH:46]=[CH:45][N:44]=1. (2) The product is: [Si:20]([O:13][CH:7]1[C:6]2[CH:14]=[C:2]([Cl:1])[CH:3]=[CH:4][C:5]=2[C:11](=[O:12])[CH2:10][CH2:9][CH2:8]1)([C:23]([CH3:26])([CH3:25])[CH3:24])([CH3:22])[CH3:21]. Given the reactants [Cl:1][C:2]1[CH:3]=[CH:4][C:5]2[C:11](=[O:12])[CH2:10][CH2:9][CH2:8][CH:7]([OH:13])[C:6]=2[CH:14]=1.N1C=CN=C1.[Si:20](Cl)([C:23]([CH3:26])([CH3:25])[CH3:24])([CH3:22])[CH3:21], predict the reaction product. (3) Given the reactants [CH:1]1[C:10]2[C:5](=[C:6]([C:11]3[O:31][C:14]4=[C:15]([NH2:30])[N:16]=[CH:17][C:18]([C:19]5[CH:20]=[N:21][N:22]([CH:24]6[CH2:29][CH2:28][NH:27][CH2:26][CH2:25]6)[CH:23]=5)=[C:13]4[CH:12]=3)[CH:7]=[CH:8][CH:9]=2)[CH:4]=[CH:3][N:2]=1.[CH3:32][O:33][CH2:34][C:35](Cl)=[O:36].CCN(C(C)C)C(C)C, predict the reaction product. The product is: [NH2:30][C:15]1[N:16]=[CH:17][C:18]([C:19]2[CH:20]=[N:21][N:22]([CH:24]3[CH2:25][CH2:26][N:27]([C:35](=[O:36])[CH2:34][O:33][CH3:32])[CH2:28][CH2:29]3)[CH:23]=2)=[C:13]2[CH:12]=[C:11]([C:6]3[CH:7]=[CH:8][CH:9]=[C:10]4[C:5]=3[CH:4]=[CH:3][N:2]=[CH:1]4)[O:31][C:14]=12. (4) Given the reactants [C:1]1([C@H:7]2[C@@H:11]([C:12]3[CH:17]=[CH:16][CH:15]=[CH:14][CH:13]=3)[NH:10][C:9](=[S:18])[NH:8]2)[CH:6]=[CH:5][CH:4]=[CH:3][CH:2]=1.[CH3:19][C:20]1[CH:27]=[CH:26][C:23]([CH2:24][Cl:25])=[CH:22][CH:21]=1, predict the reaction product. The product is: [ClH:25].[CH3:19][C:20]1[CH:27]=[CH:26][C:23]([CH2:24][S:18][C:9]2[NH:8][C@H:7]([C:1]3[CH:2]=[CH:3][CH:4]=[CH:5][CH:6]=3)[C@H:11]([C:12]3[CH:13]=[CH:14][CH:15]=[CH:16][CH:17]=3)[N:10]=2)=[CH:22][CH:21]=1. (5) Given the reactants [Br:1][C:2]1[CH:3]=[C:4]2[C:10]([C:11](=[O:16])C(Cl)(Cl)Cl)=[CH:9][NH:8][C:5]2=[N:6][CH:7]=1.[NH3:17], predict the reaction product. The product is: [Br:1][C:2]1[CH:3]=[C:4]2[C:10]([C:11]([NH2:17])=[O:16])=[CH:9][NH:8][C:5]2=[N:6][CH:7]=1.